From a dataset of Forward reaction prediction with 1.9M reactions from USPTO patents (1976-2016). Predict the product of the given reaction. Given the reactants Cl[C:2]1[CH:7]=[CH:6][CH:5]=[C:4]([O:8][CH3:9])[N:3]=1.[F:10][C:11]1[CH:16]=[CH:15][C:14]([N+:17]([O-:19])=[O:18])=[CH:13][C:12]=1B1OC(C)(C)C(C)(C)O1, predict the reaction product. The product is: [F:10][C:11]1[CH:16]=[CH:15][C:14]([N+:17]([O-:19])=[O:18])=[CH:13][C:12]=1[C:2]1[CH:7]=[CH:6][CH:5]=[C:4]([O:8][CH3:9])[N:3]=1.